From a dataset of CYP2C19 inhibition data for predicting drug metabolism from PubChem BioAssay. Regression/Classification. Given a drug SMILES string, predict its absorption, distribution, metabolism, or excretion properties. Task type varies by dataset: regression for continuous measurements (e.g., permeability, clearance, half-life) or binary classification for categorical outcomes (e.g., BBB penetration, CYP inhibition). Dataset: cyp2c19_veith. (1) The molecule is Cc1ccccc1OCCNC(=O)c1ccccc1Sc1ccccc1C#N. The result is 1 (inhibitor). (2) The molecule is CCCC(CCC)C(=O)NNc1cc(=O)c2c(=O)n(C)c(=O)n(C)c2[nH]1. The result is 0 (non-inhibitor). (3) The compound is O=C(Nc1ncc2c(n1)-c1ccccc1CC2)c1ccc(F)cc1. The result is 0 (non-inhibitor).